This data is from Reaction yield outcomes from USPTO patents with 853,638 reactions. The task is: Predict the reaction yield, written as a fraction of the theoretical maximum amount of product (1.0 means a 100% yield; for example, 0.34 means a 34% yield). (1) The reactants are [CH3:1][O:2][C:3]1[CH:15]=[CH:14][C:6]2[NH:7]C(=O)[NH:9][S:10](=[O:12])(=[O:11])[C:5]=2[CH:4]=1.[OH-].[Na+]. The catalyst is S(=O)(=O)(O)O. The product is [NH2:7][C:6]1[CH:14]=[CH:15][C:3]([O:2][CH3:1])=[CH:4][C:5]=1[S:10]([NH2:9])(=[O:11])=[O:12]. The yield is 0.610. (2) The reactants are [Cl:1][C:2]1[CH:7]=[CH:6][C:5]([NH:8][C:9](=[O:14])[CH2:10][CH2:11][C:12]#[CH:13])=[CH:4][CH:3]=1.[O:15](C(OC(C)(C)C)=O)[C:16]([O:18][C:19]([CH3:22])([CH3:21])[CH3:20])=O. No catalyst specified. The product is [Cl:1][C:2]1[CH:3]=[CH:4][C:5]([N:8]([C:9](=[O:14])[CH2:10][CH2:11][C:12]#[CH:13])[C:16](=[O:15])[O:18][C:19]([CH3:22])([CH3:21])[CH3:20])=[CH:6][CH:7]=1. The yield is 0.940. (3) The reactants are [CH3:1][O:2][C:3]1[CH:4]=[C:5]2[C:10](=[C:11]([O:15][CH3:16])[C:12]=1[O:13][CH3:14])[C:9](=[O:17])[NH:8][CH2:7][CH2:6]2.[H-].[Na+].[CH2:20]([O:27][C:28]1[CH:33]=[C:32]([CH2:34]Br)[CH:31]=[CH:30][C:29]=1[O:36][CH3:37])[C:21]1[CH:26]=[CH:25][CH:24]=[CH:23][CH:22]=1. The yield is 0.870. The product is [CH2:20]([O:27][C:28]1[CH:33]=[C:32]([CH:31]=[CH:30][C:29]=1[O:36][CH3:37])[CH2:34][N:8]1[CH2:7][CH2:6][C:5]2[C:10](=[C:11]([O:15][CH3:16])[C:12]([O:13][CH3:14])=[C:3]([O:2][CH3:1])[CH:4]=2)[C:9]1=[O:17])[C:21]1[CH:22]=[CH:23][CH:24]=[CH:25][CH:26]=1. The catalyst is CN(C=O)C. (4) The reactants are [Cl:1][C:2]1[CH:3]=[C:4]2[C:9](=[CH:10][C:11]=1[O:12][C:13]1[CH:21]=[CH:20][C:16]([C:17]([OH:19])=O)=[CH:15][CH:14]=1)[O:8][CH2:7][CH2:6][CH:5]2[C:22]([O:24][CH2:25][CH3:26])=[O:23].Cl.[CH2:28]1[C:36]2[C:31](=[CH:32][CH:33]=[CH:34][CH:35]=2)[CH2:30][CH:29]1[CH2:37][NH2:38].C(N(C(C)C)C(C)C)C.Cl.CN(C)CCCN=C=NCC.ON1C2N=CC=CC=2N=N1. The catalyst is ClCCl. The product is [Cl:1][C:2]1[CH:3]=[C:4]2[C:9](=[CH:10][C:11]=1[O:12][C:13]1[CH:21]=[CH:20][C:16]([C:17](=[O:19])[NH:38][CH2:37][CH:29]3[CH2:30][C:31]4[C:36](=[CH:35][CH:34]=[CH:33][CH:32]=4)[CH2:28]3)=[CH:15][CH:14]=1)[O:8][CH2:7][CH2:6][CH:5]2[C:22]([O:24][CH2:25][CH3:26])=[O:23]. The yield is 0.998. (5) The reactants are CS(O[CH:6]([C:9]1[N:10]=[C:11]2[CH2:26][CH2:25][CH2:24][CH2:23][N:12]2[C:13](=[O:22])[C:14]=1[CH2:15][C:16]1[CH:21]=[CH:20][CH:19]=[CH:18][CH:17]=1)[CH2:7][CH3:8])(=O)=O.[NH2:27][CH2:28][CH2:29][CH2:30][NH:31][C:32](=[O:38])[O:33][C:34]([CH3:37])([CH3:36])[CH3:35].[I-].[K+].CO. The catalyst is CN(C=O)C.C(Cl)Cl. The product is [NH3:10].[CH2:15]([C:14]1[C:13](=[O:22])[N:12]2[CH2:23][CH2:24][CH2:25][CH2:26][C:11]2=[N:10][C:9]=1[CH:6]([NH:27][CH2:28][CH2:29][CH2:30][NH:31][C:32](=[O:38])[O:33][C:34]([CH3:36])([CH3:35])[CH3:37])[CH2:7][CH3:8])[C:16]1[CH:21]=[CH:20][CH:19]=[CH:18][CH:17]=1. The yield is 0.00100.